Predict the product of the given reaction. From a dataset of Forward reaction prediction with 1.9M reactions from USPTO patents (1976-2016). (1) Given the reactants [CH:1]([C:4]1[N:8]=[C:7]([N:9]2[CH2:14][CH2:13][CH:12]([C@H:15]([CH3:23])[CH2:16][CH2:17][O:18]S(C)(=O)=O)[CH2:11][CH2:10]2)[O:6][N:5]=1)([CH3:3])[CH3:2].[Br:24][C:25]1[N:30]=[CH:29][C:28](O)=[CH:27][C:26]=1[CH3:32].C(=O)([O-])[O-].[K+].[K+], predict the reaction product. The product is: [Br:24][C:25]1[C:26]([CH3:32])=[CH:27][C:28]([O:18][CH2:17][CH2:16][C@H:15]([CH:12]2[CH2:13][CH2:14][N:9]([C:7]3[O:6][N:5]=[C:4]([CH:1]([CH3:3])[CH3:2])[N:8]=3)[CH2:10][CH2:11]2)[CH3:23])=[CH:29][N:30]=1. (2) Given the reactants [Cl:1][C:2]1[N:7]=[C:6]([Cl:8])[CH:5]=[C:4](Cl)[N:3]=1.C(N(CC)CC)C.[NH2:17][C:18]([CH3:22])([CH3:21])[CH2:19][OH:20], predict the reaction product. The product is: [Cl:1][C:2]1[N:3]=[C:4]([NH:17][C:18]([CH3:22])([CH3:21])[CH2:19][OH:20])[CH:5]=[C:6]([Cl:8])[N:7]=1.